From a dataset of Catalyst prediction with 721,799 reactions and 888 catalyst types from USPTO. Predict which catalyst facilitates the given reaction. Reactant: [Cl:1][C:2]1[CH:3]=[C:4]([C:9]2([CH:13]([OH:21])[CH2:14][N:15]3[CH2:20][CH2:19][CH2:18][CH2:17][CH2:16]3)[CH2:12][CH2:11][CH2:10]2)[CH:5]=[CH:6][C:7]=1[Cl:8].CI.[CH3:24]C(C)([O-])C.[K+]. Product: [Cl:1][C:2]1[CH:3]=[C:4]([C:9]2([CH:13]([O:21][CH3:24])[CH2:14][N:15]3[CH2:16][CH2:17][CH2:18][CH2:19][CH2:20]3)[CH2:10][CH2:11][CH2:12]2)[CH:5]=[CH:6][C:7]=1[Cl:8]. The catalyst class is: 1.